This data is from Forward reaction prediction with 1.9M reactions from USPTO patents (1976-2016). The task is: Predict the product of the given reaction. (1) Given the reactants [C:1]([O:5][C:6]([N:8]1[CH2:13][CH2:12][CH:11]([NH:14][C:15]([C:17]2[NH:18][C:19]3[C:24]([CH:25]=2)=[C:23](Br)[CH:22]=[CH:21][CH:20]=3)=[O:16])[CH2:10][CH2:9]1)=[O:7])([CH3:4])([CH3:3])[CH3:2].[CH3:27][O:28][C:29]1[CH:34]=[CH:33][C:32](B(O)O)=[CH:31][N:30]=1.C(=O)([O-])[O-].[Na+].[Na+].[OH-].[Na+], predict the reaction product. The product is: [C:1]([O:5][C:6]([N:8]1[CH2:13][CH2:12][CH:11]([NH:14][C:15]([C:17]2[NH:18][C:19]3[C:24]([CH:25]=2)=[C:23]([C:32]2[CH:31]=[N:30][C:29]([O:28][CH3:27])=[CH:34][CH:33]=2)[CH:22]=[CH:21][CH:20]=3)=[O:16])[CH2:10][CH2:9]1)=[O:7])([CH3:4])([CH3:3])[CH3:2]. (2) Given the reactants [Br:1][C:2]1[CH:7]=[CH:6][C:5]([NH:8]N)=[CH:4][C:3]=1[F:10].O=[C:12]1[CH2:17][CH2:16][CH:15]([NH:18][C:19](=[O:23])[CH:20]([CH3:22])[CH3:21])[CH2:14][CH2:13]1, predict the reaction product. The product is: [Br:1][C:2]1[CH:7]=[C:6]2[C:5](=[CH:4][C:3]=1[F:10])[NH:8][C:12]1[CH2:17][CH2:16][CH:15]([NH:18][C:19](=[O:23])[CH:20]([CH3:21])[CH3:22])[CH2:14][C:13]2=1. (3) Given the reactants [CH:1]1[CH:6]=CC(P(C2C=CC=CC=2)C2C=CC=CC=2)=C[CH:2]=1.Br[C:21]1[CH:22]=[N:23][CH:24]=[C:25]([C:27]2[CH:32]=[CH:31][CH:30]=[CH:29][N:28]=2)[CH:26]=1.CN(C=[O:37])C, predict the reaction product. The product is: [N:28]1[CH:29]=[CH:30][CH:31]=[CH:32][C:27]=1[C:25]1[CH:26]=[C:21](/[CH:2]=[CH:1]/[CH:6]=[O:37])[CH:22]=[N:23][CH:24]=1. (4) The product is: [CH3:7][C:6]1[CH:5]=[C:4]([NH2:8])[N:3]([CH2:19][C:18]2[CH:17]=[CH:16][CH:23]=[C:22]([O:1][C:26]3[CH:24]=[CH:27][CH:34]=[CH:30][CH:31]=3)[CH:21]=2)[N:2]=1. Given the reactants [OH2:1].[NH2:2][NH2:3].[C:4](#[N:8])/[CH:5]=[CH:6]/[CH3:7].O([C:16]1[CH:17]=[C:18]([CH:21]=[CH:22][CH:23]=1)[CH:19]=O)C1C=CC=CC=1.[C:24](O[Na])([CH3:27])([CH3:26])C.[CH2:30]1[CH2:34]OC[CH2:31]1, predict the reaction product. (5) Given the reactants [CH:1]([C:4]1[CH:11]=[CH:10][C:7]([CH:8]=O)=[CH:6][CH:5]=1)([CH3:3])[CH3:2].[CH:12]([C:15]1[N:20]=[N:19][C:18]([NH2:21])=[CH:17][CH:16]=1)([CH3:14])[CH3:13].C([O:24][C:25](=O)[C:26]([OH:37])=[CH:27][C:28](=[O:36])[C:29]1[CH:34]=[CH:33][C:32]([CH3:35])=[CH:31][CH:30]=1)C, predict the reaction product. The product is: [OH:37][C:26]1[C:25](=[O:24])[N:21]([C:18]2[N:19]=[N:20][C:15]([CH:12]([CH3:14])[CH3:13])=[CH:16][CH:17]=2)[CH:8]([C:7]2[CH:10]=[CH:11][C:4]([CH:1]([CH3:3])[CH3:2])=[CH:5][CH:6]=2)[C:27]=1[C:28](=[O:36])[C:29]1[CH:34]=[CH:33][C:32]([CH3:35])=[CH:31][CH:30]=1. (6) Given the reactants [NH2:1][C@H:2](C(O)=O)CS.ClCC=O.S(=O)(O)[O-].[Na+].N.[CH3:18][C:19]1([CH3:24])[N:23]=[CH:22][CH2:21][S:20]1.C#N, predict the reaction product. The product is: [CH3:18][C:19]1([CH3:24])[NH:23][CH:22]([C:2]#[N:1])[CH2:21][S:20]1. (7) Given the reactants [F:1][C:2]([F:56])([F:55])[C:3]1[CH:8]=[CH:7][C:6]([C:9]2[CH2:14][CH2:13][CH2:12][CH2:11][C:10]=2[C:15]([NH:17][C:18]2[CH:23]=[CH:22][C:21]([N:24]3[CH2:29][CH2:28][N:27]([CH2:30][C:31]4[N:35]=[CH:34][N:33](C(C5C=CC=CC=5)(C5C=CC=CC=5)C5C=CC=CC=5)[N:32]=4)[CH2:26][CH2:25]3)=[CH:20][CH:19]=2)=[O:16])=[CH:5][CH:4]=1.Cl.C(OCC)(=O)C.C(=O)([O-])[O-].[K+].[K+], predict the reaction product. The product is: [NH:33]1[CH:34]=[N:35][C:31]([CH2:30][N:27]2[CH2:26][CH2:25][N:24]([C:21]3[CH:22]=[CH:23][C:18]([NH:17][C:15]([C:10]4[CH2:11][CH2:12][CH2:13][CH2:14][C:9]=4[C:6]4[CH:7]=[CH:8][C:3]([C:2]([F:56])([F:55])[F:1])=[CH:4][CH:5]=4)=[O:16])=[CH:19][CH:20]=3)[CH2:29][CH2:28]2)=[N:32]1.